Dataset: Full USPTO retrosynthesis dataset with 1.9M reactions from patents (1976-2016). Task: Predict the reactants needed to synthesize the given product. (1) The reactants are: [Cl:1][C:2]1[CH:8]=[CH:7][CH:6]=[C:5]([F:9])[C:3]=1[NH2:4].Cl[C:11]1[CH:20]=[CH:19][C:18]2[C:13](=[C:14]([C:21]3[NH:29][C:28]4[CH2:27][CH2:26][NH:25][C:24](=[O:30])[C:23]=4[CH:22]=3)[CH:15]=[CH:16][CH:17]=2)[N:12]=1.[Li+].C[Si]([N-][Si](C)(C)C)(C)C. Given the product [Cl:1][C:2]1[CH:8]=[CH:7][CH:6]=[C:5]([F:9])[C:3]=1[NH:4][C:11]1[CH:20]=[CH:19][C:18]2[C:13](=[C:14]([C:21]3[NH:29][C:28]4[CH2:27][CH2:26][NH:25][C:24](=[O:30])[C:23]=4[CH:22]=3)[CH:15]=[CH:16][CH:17]=2)[N:12]=1.[Cl:1][C:2]1[CH:8]=[CH:7][CH:6]=[C:5]([F:9])[C:3]=1[NH:4][C:11]1[CH:20]=[CH:19][C:18]2[C:13](=[C:14]([C:21]3[NH:29][C:28]4[CH:27]=[CH:26][NH:25][C:24](=[O:30])[C:23]=4[CH:22]=3)[CH:15]=[CH:16][CH:17]=2)[N:12]=1, predict the reactants needed to synthesize it. (2) Given the product [NH2:16][C:3]1[CH:4]=[C:5]([C:8]2[CH:13]([CH3:14])[S:12][C:11](=[O:15])[NH:10][N:9]=2)[CH:6]=[CH:7][C:2]=1[NH2:1], predict the reactants needed to synthesize it. The reactants are: [NH2:1][C:2]1[CH:7]=[CH:6][C:5]([C:8]2[CH:13]([CH3:14])[S:12][C:11](=[O:15])[NH:10][N:9]=2)=[CH:4][C:3]=1[N+:16]([O-])=O. (3) The reactants are: [OH:1][CH2:2][C@H:3]1[C@@H:8]([CH3:9])[CH2:7][CH2:6][CH2:5][N:4]1[C:10]([C:12]1[N:13]=[C:14]([CH3:24])[S:15][C:16]=1[C:17]1[CH:22]=[CH:21][C:20]([F:23])=[CH:19][CH:18]=1)=[O:11].[H-].[Na+].Cl[C:28]1[CH:33]=[CH:32][C:31]([C:34]([F:37])([F:36])[F:35])=[CH:30][N:29]=1. Given the product [CH3:9][C@H:8]1[CH2:7][CH2:6][CH2:5][N:4]([C:10]([C:12]2[N:13]=[C:14]([CH3:24])[S:15][C:16]=2[C:17]2[CH:18]=[CH:19][C:20]([F:23])=[CH:21][CH:22]=2)=[O:11])[C@H:3]1[CH2:2][O:1][C:28]1[CH:33]=[CH:32][C:31]([C:34]([F:37])([F:36])[F:35])=[CH:30][N:29]=1, predict the reactants needed to synthesize it. (4) Given the product [Cl:1][C:2]1[CH:9]=[C:8]([N:10]([C@H:11]2[CH2:15][CH2:14][N:13]([CH2:24][CH3:25])[CH2:12]2)[CH2:16][C:17]2[CH:22]=[CH:21][CH:20]=[CH:19][C:18]=2[CH3:23])[CH:7]=[CH:6][C:3]=1[C:4]#[N:5], predict the reactants needed to synthesize it. The reactants are: [Cl:1][C:2]1[CH:9]=[C:8]([N:10]([CH2:16][C:17]2[CH:22]=[CH:21][CH:20]=[CH:19][C:18]=2[CH3:23])[C@H:11]2[CH2:15][CH2:14][NH:13][CH2:12]2)[CH:7]=[CH:6][C:3]=1[C:4]#[N:5].[CH:24](=O)[CH3:25]. (5) Given the product [F:12][C:13]1[CH:18]=[C:17]([C:19]([F:20])([F:21])[F:22])[CH:16]=[CH:15][C:14]=1[C:23]1[S:24][C:25]([CH2:29][OH:30])=[C:26]([CH3:28])[N:27]=1, predict the reactants needed to synthesize it. The reactants are: [H-].[H-].[H-].[H-].[Li+].[Al+3].C1COCC1.[F:12][C:13]1[CH:18]=[C:17]([C:19]([F:22])([F:21])[F:20])[CH:16]=[CH:15][C:14]=1[C:23]1[S:24][C:25]([C:29](OCC)=[O:30])=[C:26]([CH3:28])[N:27]=1. (6) Given the product [NH2:27][C:22]1[CH:23]=[CH:24][CH:25]=[CH:26][C:21]=1[CH2:20][CH2:19][C:13]1[NH:12][C:11]([CH2:30][C:31]([O:33][CH3:34])=[O:32])=[C:10]([C:35]([O:37][CH3:38])=[O:36])[CH:9]([C:3]2[C:4]([Cl:8])=[CH:5][CH:6]=[CH:7][C:2]=2[Cl:1])[C:14]=1[C:15]([O:17][CH3:18])=[O:16], predict the reactants needed to synthesize it. The reactants are: [Cl:1][C:2]1[CH:7]=[CH:6][CH:5]=[C:4]([Cl:8])[C:3]=1[CH:9]1[C:14]([C:15]([O:17][CH3:18])=[O:16])=[C:13]([CH2:19][CH2:20][C:21]2[CH:26]=[CH:25][CH:24]=[CH:23][C:22]=2[N+:27]([O-])=O)[NH:12][C:11]([CH2:30][C:31]([O:33][CH3:34])=[O:32])=[C:10]1[C:35]([O:37][CH3:38])=[O:36].